From a dataset of NCI-60 drug combinations with 297,098 pairs across 59 cell lines. Regression. Given two drug SMILES strings and cell line genomic features, predict the synergy score measuring deviation from expected non-interaction effect. (1) Drug 1: C1=CC=C(C(=C1)C(C2=CC=C(C=C2)Cl)C(Cl)Cl)Cl. Drug 2: CC1=C(C(=O)C2=C(C1=O)N3CC4C(C3(C2COC(=O)N)OC)N4)N. Cell line: SF-539. Synergy scores: CSS=53.2, Synergy_ZIP=5.83, Synergy_Bliss=7.08, Synergy_Loewe=-33.8, Synergy_HSA=8.51. (2) Drug 1: C1CC(=O)NC(=O)C1N2C(=O)C3=CC=CC=C3C2=O. Drug 2: C(CN)CNCCSP(=O)(O)O. Cell line: UO-31. Synergy scores: CSS=-1.84, Synergy_ZIP=2.48, Synergy_Bliss=1.13, Synergy_Loewe=-3.30, Synergy_HSA=-3.81.